From a dataset of Forward reaction prediction with 1.9M reactions from USPTO patents (1976-2016). Predict the product of the given reaction. (1) Given the reactants [CH2:1]([SH:3])[CH3:2].C(N(CC)CC)C.Cl[C:12]([O:14][C:15]1[CH:20]=[CH:19][C:18]([N+:21]([O-:23])=[O:22])=[CH:17][CH:16]=1)=[O:13].O, predict the reaction product. The product is: [C:12](=[O:13])([O:14][C:15]1[CH:16]=[CH:17][C:18]([N+:21]([O-:23])=[O:22])=[CH:19][CH:20]=1)[S:3][CH2:1][CH3:2]. (2) Given the reactants [N:1]1[C:2]([CH:13]=O)=[CH:3][N:4]2[CH2:12][C:11]3[C:6](=[CH:7][CH:8]=[CH:9][CH:10]=3)[C:5]=12.[Cl-].[CH3:16][C:17]1[N:22]2[N:23]=[C:24]([CH2:26][P+](C3C=CC=CC=3)(C3C=CC=CC=3)C3C=CC=CC=3)[N:25]=[C:21]2[C:20]([CH3:46])=[N:19][CH:18]=1.N12CCCN=C1CCCCC2, predict the reaction product. The product is: [CH3:16][C:17]1[N:22]2[N:23]=[C:24]([CH:26]=[CH:13][C:2]3[N:1]=[C:5]4[C:6]5[C:11](=[CH:10][CH:9]=[CH:8][CH:7]=5)[CH2:12][N:4]4[CH:3]=3)[N:25]=[C:21]2[C:20]([CH3:46])=[N:19][CH:18]=1. (3) Given the reactants [CH2:1]([O:3][C:4]([C:6]1[CH:10]=[C:9]([O:11][CH2:12][C:13]2[CH:18]=[C:17]([C:19]([F:22])([F:21])[F:20])[CH:16]=[C:15]([F:23])[CH:14]=2)[N:8]([CH2:24][C:25](O)=[O:26])[N:7]=1)=[O:5])[CH3:2].[CH2:28]([O:35][C@H:36]1[CH2:41][CH2:40][CH2:39][CH2:38][C@@H:37]1[NH2:42])[C:29]1[CH:34]=[CH:33][CH:32]=[CH:31][CH:30]=1.ON1C2C=CC=CC=2N=N1.N=C=N.CC[NH+](CC)CC.CC[NH+](CC)CC.C([O-])([O-])=O.CC1C=CC(S(O)(=O)=O)=CC=1, predict the reaction product. The product is: [CH2:1]([O:3][C:4]([C:6]1[CH:10]=[C:9]([O:11][CH2:12][C:13]2[CH:18]=[C:17]([C:19]([F:22])([F:20])[F:21])[CH:16]=[C:15]([F:23])[CH:14]=2)[N:8]([CH2:24][C:25](=[O:26])[NH:42][C@H:37]2[CH2:38][CH2:39][CH2:40][CH2:41][C@@H:36]2[O:35][CH2:28][C:29]2[CH:30]=[CH:31][CH:32]=[CH:33][CH:34]=2)[N:7]=1)=[O:5])[CH3:2]. (4) Given the reactants [NH2:1][C:2]1[C:6]2[CH:7]=[C:8]3[CH2:15][CH2:14][CH2:13][CH2:12][CH2:11][C:9]3=[N:10][C:5]=2[S:4][C:3]=1[C:16]([NH:18][C:19]1[S:20][C:21]([C:24]2[CH:29]=[CH:28][CH:27]=[CH:26][CH:25]=2)=[N:22][N:23]=1)=[O:17].N1C=CC=CC=1.[C:36](O[C:36](=[O:43])[C:37]1[CH:42]=[CH:41][CH:40]=[CH:39][CH:38]=1)(=[O:43])[C:37]1[CH:42]=[CH:41][CH:40]=[CH:39][CH:38]=1.C(Cl)Cl, predict the reaction product. The product is: [C:36]([NH:1][C:2]1[C:6]2[CH:7]=[C:8]3[CH2:15][CH2:14][CH2:13][CH2:12][CH2:11][C:9]3=[N:10][C:5]=2[S:4][C:3]=1[C:16]([NH:18][C:19]1[S:20][C:21]([C:24]2[CH:25]=[CH:26][CH:27]=[CH:28][CH:29]=2)=[N:22][N:23]=1)=[O:17])(=[O:43])[C:37]1[CH:42]=[CH:41][CH:40]=[CH:39][CH:38]=1. (5) Given the reactants C[O:2][C:3]([C:5]1[CH:10]=[CH:9][C:8]([N:11]2[CH:15]=[C:14]([C:16]3[C:24]4[C:19](=[CH:20][CH:21]=[C:22]([CH2:25][N:26]5[C:31](=[O:32])[CH:30]=[CH:29][C:28]([C:33]6[CH:38]=[CH:37][N:36]=[CH:35][CH:34]=6)=[N:27]5)[CH:23]=4)[N:18](C(OC(C)(C)C)=O)[N:17]=3)[N:13]=[N:12]2)=[CH:7][CH:6]=1)=[O:4].CN(C=O)C.CCO.Cl, predict the reaction product. The product is: [O:32]=[C:31]1[N:26]([CH2:25][C:22]2[CH:23]=[C:24]3[C:19](=[CH:20][CH:21]=2)[NH:18][N:17]=[C:16]3[C:14]2[N:13]=[N:12][N:11]([C:8]3[CH:9]=[CH:10][C:5]([C:3]([OH:4])=[O:2])=[CH:6][CH:7]=3)[CH:15]=2)[N:27]=[C:28]([C:33]2[CH:34]=[CH:35][N:36]=[CH:37][CH:38]=2)[CH:29]=[CH:30]1.